From a dataset of Full USPTO retrosynthesis dataset with 1.9M reactions from patents (1976-2016). Predict the reactants needed to synthesize the given product. (1) Given the product [CH2:1]([O:3][C:4](=[O:16])[CH:5]([C:14]#[N:15])[CH:6]([C:7]1[CH:12]=[CH:11][CH:10]=[C:9]([Br:13])[CH:8]=1)[C:18]1[CH:19]=[CH:20][CH:21]=[CH:22][C:17]=1[CH3:25])[CH3:2], predict the reactants needed to synthesize it. The reactants are: [CH2:1]([O:3][C:4](=[O:16])[C:5]([C:14]#[N:15])=[CH:6][C:7]1[CH:12]=[CH:11][CH:10]=[C:9]([Br:13])[CH:8]=1)[CH3:2].[C:17]1([CH3:25])[CH:22]=[CH:21][CH:20]=[CH:19][C:18]=1[Mg]Cl. (2) Given the product [Cl:17][CH2:18][C:19]([C:9]1[CH:10]=[CH:11][C:6]2[O:5][CH2:4][C:3](=[O:12])[N:2]([CH3:1])[C:7]=2[CH:8]=1)=[O:20], predict the reactants needed to synthesize it. The reactants are: [CH3:1][N:2]1[C:7]2[CH:8]=[CH:9][CH:10]=[CH:11][C:6]=2[O:5][CH2:4][C:3]1=[O:12].[Al+3].[Cl-].[Cl-].[Cl-].[Cl:17][CH2:18][C:19](Cl)=[O:20].C(=O)(O)[O-].[Na+]. (3) Given the product [OH:1][C:2]1[C:7]2[C:8](=[O:23])[CH:9]([CH2:11][C:12]3[C:20]4[C:15](=[CH:16][CH:17]=[C:18]([O:21][CH3:22])[CH:19]=4)[NH:14][CH:13]=3)[O:10][C:6]=2[CH:5]=[C:4]([OH:24])[CH:3]=1, predict the reactants needed to synthesize it. The reactants are: [OH:1][C:2]1[C:7]2[C:8](=[O:23])[C:9](=[CH:11][C:12]3[C:20]4[C:15](=[CH:16][CH:17]=[C:18]([O:21][CH3:22])[CH:19]=4)[NH:14][CH:13]=3)[O:10][C:6]=2[CH:5]=[C:4]([OH:24])[CH:3]=1.O1CCOCC1. (4) Given the product [OH:1][C:2]1[C:7]2[CH:8]=[CH:9][C:10]([OH:12])=[CH:11][C:6]=2[O:5][C:4](=[O:13])[C:3]=1[CH2:20][C:19]1[CH:22]=[CH:23][CH:24]=[C:17]([N+:14]([O-:16])=[O:15])[CH:18]=1, predict the reactants needed to synthesize it. The reactants are: [OH:1][C:2]1[C:7]2[CH:8]=[CH:9][C:10]([OH:12])=[CH:11][C:6]=2[O:5][C:4](=[O:13])[CH:3]=1.[N+:14]([C:17]1[CH:18]=[C:19]([CH:22]=[CH:23][CH:24]=1)[CH:20]=O)([O-:16])=[O:15].C(N(CC)CC)C.C(O)=O.Cl. (5) Given the product [Br:10][C:11]1[CH:19]=[CH:18][C:14]([C:15]([NH:9][NH:8][C:6]([C:2]2[NH:1][CH:5]=[CH:4][CH:3]=2)=[O:7])=[O:16])=[CH:13][CH:12]=1, predict the reactants needed to synthesize it. The reactants are: [NH:1]1[CH:5]=[CH:4][CH:3]=[C:2]1[C:6]([NH:8][NH2:9])=[O:7].[Br:10][C:11]1[CH:19]=[CH:18][C:14]([C:15](Cl)=[O:16])=[CH:13][CH:12]=1.N1C=CC=CC=1. (6) Given the product [ClH:57].[N:94]1([C@@H:99]2[CH2:103][CH2:102][N:101]([C:58]3[N:66]=[C:65]4[C:61]([N:62]=[CH:63][N:64]4[C@@H:67]4[CH2:71][C@H:70]([NH:72][C:73](=[O:76])[CH2:74][CH3:75])[C@@H:69]([OH:77])[C@H:68]4[OH:78])=[C:60]([NH:79][CH2:80][CH:81]([C:82]4[CH:87]=[CH:86][CH:85]=[CH:84][CH:83]=4)[C:88]4[CH:89]=[CH:90][CH:91]=[CH:92][CH:93]=4)[N:59]=3)[CH2:100]2)[CH2:98][CH2:97][CH2:96][CH2:95]1, predict the reactants needed to synthesize it. The reactants are: FC(F)(F)C(O)=O.N[C@@H]1CCN(C2N=C3C(N=CN3[C@@H]3C[C@H](NC(=O)COCC4C=CC=CC=4)[C@@H](O)[C@H]3O)=C(NCC(C3C=CC=CC=3)C3C=CC=CC=3)N=2)C1.[Cl:57][C:58]1[N:66]=[C:65]2[C:61]([N:62]=[CH:63][N:64]2[C@@H:67]2[CH2:71][C@H:70]([NH:72][C:73](=[O:76])[CH2:74][CH3:75])[C@@H:69]([OH:77])[C@H:68]2[OH:78])=[C:60]([NH:79][CH2:80][CH:81]([C:88]2[CH:93]=[CH:92][CH:91]=[CH:90][CH:89]=2)[C:82]2[CH:87]=[CH:86][CH:85]=[CH:84][CH:83]=2)[N:59]=1.[N:94]1([C@@H:99]2[CH2:103][CH2:102][NH:101][CH2:100]2)[CH2:98][CH2:97][CH2:96][CH2:95]1. (7) The reactants are: N1C=CC(C(Cl)=O)=CC=1.[CH3:10][O:11][C:12]1[CH:13]=[C:14]2[C:19](=[CH:20][C:21]=1[O:22][CH3:23])[N:18]=[CH:17][N:16]=[C:15]2[O:24][C:25]1[CH:31]=[CH:30][C:28]([NH2:29])=[CH:27][CH:26]=1.[N:32]1[CH:37]=[CH:36][C:35]([C:38]([N:40]=[C:41]=[S:42])=[O:39])=[CH:34][CH:33]=1. Given the product [N:32]1[CH:37]=[CH:36][C:35]([C:38]([N:40]=[C:41]=[S:42])=[O:39])=[CH:34][CH:33]=1.[CH3:10][O:11][C:12]1[CH:13]=[C:14]2[C:19](=[CH:20][C:21]=1[O:22][CH3:23])[N:18]=[CH:17][N:16]=[C:15]2[O:24][C:25]1[CH:31]=[CH:30][C:28]([NH:29][C:41]([NH:40][C:38]([C:35]2[CH:34]=[CH:33][N:32]=[CH:37][CH:36]=2)=[O:39])=[S:42])=[CH:27][CH:26]=1, predict the reactants needed to synthesize it.